The task is: Predict the product of the given reaction.. This data is from Forward reaction prediction with 1.9M reactions from USPTO patents (1976-2016). (1) The product is: [CH2:52]([O:54][P:55]([CH:60]=[CH:2][CH:3]1[CH:7]2[CH:6]([O:10][C:9]([CH3:11])([CH3:12])[O:8]2)[CH:5]([N:13]2[C:17]3[N:18]=[CH:19][N:20]=[C:21]([NH:22][C:23](=[O:30])[C:24]4[CH:29]=[CH:28][CH:27]=[CH:26][CH:25]=4)[C:16]=3[N:15]=[N:14]2)[O:4]1)(=[O:59])[O:56][CH2:57][CH3:58])[CH3:53]. Given the reactants O[CH2:2][CH:3]1[CH:7]2[O:8][C:9]([CH3:12])([CH3:11])[O:10][CH:6]2[CH:5]([N:13]2[C:17]3[N:18]=[CH:19][N:20]=[C:21]([NH:22][C:23](=[O:30])[C:24]4[CH:29]=[CH:28][CH:27]=[CH:26][CH:25]=4)[C:16]=3[N:15]=[N:14]2)[O:4]1.C1CCC(N=C=NC2CCCCC2)CC1.N1C=CC=CC=1.[CH2:52]([O:54][P:55]([CH:60]=P(C1C=CC=CC=1)(C1C=CC=CC=1)C1C=CC=CC=1)(=[O:59])[O:56][CH2:57][CH3:58])[CH3:53], predict the reaction product. (2) Given the reactants Cl.[CH3:2][NH:3][CH2:4][C:5]1[S:9][C:8]([C:10]([C:12]2[CH:17]=[CH:16][CH:15]=[CH:14][CH:13]=2)=[O:11])=[C:7]([C:18]2[CH:23]=[CH:22][CH:21]=[CH:20][CH:19]=2)[CH:6]=1.[BH4-].[Na+], predict the reaction product. The product is: [CH3:2][NH:3][CH2:4][C:5]1[S:9][C:8]([CH:10]([C:12]2[CH:17]=[CH:16][CH:15]=[CH:14][CH:13]=2)[OH:11])=[C:7]([C:18]2[CH:23]=[CH:22][CH:21]=[CH:20][CH:19]=2)[CH:6]=1. (3) The product is: [CH3:24][O:23][C:10]1[CH:11]=[C:12]2[C:13]([CH:15]=[CH:16][NH:20]2)=[CH:14][C:9]=1[OH:8]. Given the reactants C([O:8][C:9]1[CH:14]=[C:13](/[CH:15]=[CH:16]/[N+]([O-])=O)[C:12]([N+:20]([O-])=O)=[CH:11][C:10]=1[O:23][CH3:24])C1C=CC=CC=1, predict the reaction product. (4) Given the reactants [CH3:1][CH:2]1[CH2:7][CH2:6][N:5]([CH:8]2[CH2:13][CH2:12][NH:11][CH2:10][CH2:9]2)[CH2:4][CH2:3]1.[C:14]([C:16]1[CH:21]=[CH:20][C:19]([S:22](Cl)(=[O:24])=[O:23])=[CH:18][CH:17]=1)#[N:15], predict the reaction product. The product is: [CH3:1][CH:2]1[CH2:7][CH2:6][N:5]([CH:8]2[CH2:13][CH2:12][N:11]([S:22]([C:19]3[CH:18]=[CH:17][C:16]([C:14]#[N:15])=[CH:21][CH:20]=3)(=[O:24])=[O:23])[CH2:10][CH2:9]2)[CH2:4][CH2:3]1. (5) The product is: [OH:18][C@H:15]1[CH2:16][CH2:17][C@@:12]([C@H:11]2[CH2:10][CH2:9][C@@:8]3([CH3:22])[C@@H:4]([CH2:5][CH2:6][C:7]3=[CH2:23])[C@@H:3]2[CH2:2][NH:1][C:63]([C:58]2[CH:59]=[N:60][CH:61]=[CH:62][N:57]=2)=[O:64])([CH3:21])[C@@H:13]([CH2:19][OH:20])[CH2:14]1. Given the reactants [NH2:1][CH2:2][C@@H:3]1[C@@H:11]([C@@:12]2([CH3:21])[CH2:17][CH2:16][C@H:15]([OH:18])[CH2:14][C@@H:13]2[CH2:19][OH:20])[CH2:10][CH2:9][C@@:8]2([CH3:22])[C@H:4]1[CH2:5][CH2:6][C:7]2=[CH2:23].C1CN([P+](ON2N=NC3C=CC=CC2=3)(N2CCCC2)N2CCCC2)CC1.F[P-](F)(F)(F)(F)F.[N:57]1[CH:62]=[CH:61][N:60]=[CH:59][C:58]=1[C:63](O)=[O:64].CCN(C(C)C)C(C)C, predict the reaction product. (6) Given the reactants [NH:1]1[C:9]2[C:4](=[CH:5][CH:6]=[CH:7][CH:8]=2)[C:3]([CH2:10][C:11]2[C:16]([CH2:17][CH2:18][CH2:19][CH3:20])=[CH:15][C:14]([NH2:21])=[CH:13][C:12]=2[OH:22])=[CH:2]1.C(N(C(C)C)CC)(C)C.Cl[C:33](OC1C=CC([N+]([O-])=O)=CC=1)=[O:34].[CH3:45][N:46]1[CH2:51][CH2:50][N:49]([CH2:52][CH2:53][NH2:54])[CH2:48][CH2:47]1, predict the reaction product. The product is: [NH:1]1[C:9]2[C:4](=[CH:5][CH:6]=[CH:7][CH:8]=2)[C:3]([CH2:10][C:11]2[C:12]([OH:22])=[CH:13][C:14]([NH:21][C:33]([NH:54][CH2:53][CH2:52][N:49]3[CH2:50][CH2:51][N:46]([CH3:45])[CH2:47][CH2:48]3)=[O:34])=[CH:15][C:16]=2[CH2:17][CH2:18][CH2:19][CH3:20])=[CH:2]1.